Dataset: Kir2.1 potassium channel HTS with 301,493 compounds. Task: Binary Classification. Given a drug SMILES string, predict its activity (active/inactive) in a high-throughput screening assay against a specified biological target. (1) The molecule is O=C1N(N=C(CC1)c1ccccc1)CCC(=O)NCCCC. The result is 0 (inactive). (2) The compound is ON1C(CC(NC(=O)c2ncccc2)CC1(C)C)(C)C. The result is 0 (inactive). (3) The molecule is s1c2c(CCCC2)c(c1NC(=O)c1[nH]n2C(CC(N=c2n1)C)C(F)F)C(OCC)=O. The result is 0 (inactive).